From a dataset of Forward reaction prediction with 1.9M reactions from USPTO patents (1976-2016). Predict the product of the given reaction. (1) Given the reactants [C:1]([C:3]1[CH:33]=[C:32]([F:34])[CH:31]=[CH:30][C:4]=1[CH2:5][NH:6][C:7]([C:9]1[N:10]=[C:11]2[N:16]([C:17](=[O:27])[C:18]=1[O:19][CH2:20][C:21]1[CH:26]=[CH:25][CH:24]=[CH:23][CH:22]=1)[CH2:15][CH2:14][O:13][C:12]2([CH3:29])[CH3:28])=[O:8])#[CH:2].C(=O)(O)[O-].[K+].[Br:40][C:41](Br)=[N:42][OH:43], predict the reaction product. The product is: [Br:40][C:41]1[CH:2]=[C:1]([C:3]2[CH:33]=[C:32]([F:34])[CH:31]=[CH:30][C:4]=2[CH2:5][NH:6][C:7]([C:9]2[N:10]=[C:11]3[N:16]([C:17](=[O:27])[C:18]=2[O:19][CH2:20][C:21]2[CH:26]=[CH:25][CH:24]=[CH:23][CH:22]=2)[CH2:15][CH2:14][O:13][C:12]3([CH3:29])[CH3:28])=[O:8])[O:43][N:42]=1. (2) Given the reactants [NH2:1][N:2]1[C:7](=[O:8])[C:6]([C:9]2[NH:14][C:13]3[CH:15]=[CH:16][CH:17]=[CH:18][C:12]=3[S:11](=[O:20])(=[O:19])[N:10]=2)=[C:5]([OH:21])[C:4]2[S:22][CH:23]=[CH:24][C:3]1=2.[CH3:25][C:26](=O)[CH2:27][CH2:28][CH3:29], predict the reaction product. The product is: [O:19]=[S:11]1(=[O:20])[C:12]2[CH:18]=[CH:17][CH:16]=[CH:15][C:13]=2[NH:14][C:9]([C:6]2[C:7](=[O:8])[N:2]([N:1]=[C:26]([CH3:25])[CH2:27][CH2:28][CH3:29])[C:3]3[CH:24]=[CH:23][S:22][C:4]=3[C:5]=2[OH:21])=[N:10]1. (3) Given the reactants FC1C=C(C=C([B:17]2[O:21][C:20]([CH3:23])([CH3:22])[C:19]([CH3:25])([CH3:24])[O:18]2)C=1)CNC(=O)OC(C)(C)C.Br[C:27]1[CH:36]=[C:35]2[C:30]([CH2:31][CH2:32][CH2:33][CH:34]2[O:37][C:38]2[CH:43]=[CH:42][CH:41]=[CH:40][C:39]=2[CH2:44][C:45]([O:47][CH3:48])=[O:46])=[CH:29][CH:28]=1, predict the reaction product. The product is: [CH3:24][C:19]1([CH3:25])[C:20]([CH3:23])([CH3:22])[O:21][B:17]([C:27]2[CH:36]=[C:35]3[C:30]([CH2:31][CH2:32][CH2:33][CH:34]3[O:37][C:38]3[CH:43]=[CH:42][CH:41]=[CH:40][C:39]=3[CH2:44][C:45]([O:47][CH3:48])=[O:46])=[CH:29][CH:28]=2)[O:18]1. (4) Given the reactants [CH3:1][N:2]1[CH2:7][CH2:6][N:5]([C:8]2[CH:16]=[CH:15][C:11]([C:12](O)=[O:13])=[C:10]([N:17]([CH:24]3[CH2:29][CH2:28][O:27][CH2:26][CH2:25]3)C(=O)C(F)(F)F)[CH:9]=2)[CH2:4][CH2:3]1.[H-].[H-].[H-].[H-].[Li+].[Al+3].O, predict the reaction product. The product is: [CH3:1][N:2]1[CH2:3][CH2:4][N:5]([C:8]2[CH:16]=[CH:15][C:11]([CH2:12][OH:13])=[C:10]([NH:17][CH:24]3[CH2:29][CH2:28][O:27][CH2:26][CH2:25]3)[CH:9]=2)[CH2:6][CH2:7]1. (5) Given the reactants [N:1]1([C:6]2[CH:11]=[CH:10][C:9]([C:12](=[O:28])[CH2:13][C:14]([C:20]3[CH:25]=[C:24]([Cl:26])[CH:23]=[C:22]([Cl:27])[CH:21]=3)(O)[C:15]([F:18])([F:17])[F:16])=[CH:8][CH:7]=2)[CH:5]=[CH:4][N:3]=[CH:2]1.S(Cl)(Cl)=O.N1C=CC=CC=1.Cl, predict the reaction product. The product is: [N:1]1([C:6]2[CH:7]=[CH:8][C:9]([C:12](=[O:28])[CH:13]=[C:14]([C:20]3[CH:25]=[C:24]([Cl:26])[CH:23]=[C:22]([Cl:27])[CH:21]=3)[C:15]([F:17])([F:18])[F:16])=[CH:10][CH:11]=2)[CH:5]=[CH:4][N:3]=[CH:2]1. (6) Given the reactants [CH3:1][O:2][CH2:3][C:4]1[C:5]([C:15]2[CH:20]=[CH:19][CH:18]=[CH:17][CH:16]=2)=[C:6]([OH:14])[C:7]2[C:12]([CH:13]=1)=[CH:11][CH:10]=[CH:9][CH:8]=2.F[C:22]1[CH:29]=[CH:28][C:25]([CH:26]=[O:27])=[CH:24][CH:23]=1.C([O-])([O-])=O.[Cs+].[Cs+], predict the reaction product. The product is: [CH3:1][O:2][CH2:3][C:4]1[C:5]([C:15]2[CH:20]=[CH:19][CH:18]=[CH:17][CH:16]=2)=[C:6]([O:14][C:22]2[CH:29]=[CH:28][C:25]([CH:26]=[O:27])=[CH:24][CH:23]=2)[C:7]2[C:12]([CH:13]=1)=[CH:11][CH:10]=[CH:9][CH:8]=2. (7) Given the reactants [Cl:1][C:2]1[CH:7]=[CH:6][CH:5]=[CH:4][C:3]=1[C:8]1[N:12]([C:13]2[C:20]3[S:19][C:18]([NH:21]C(C4CC4)=O)=[N:17][C:16]=3[NH:15][N:14]=2)[CH:11]=[N:10][CH:9]=1.Cl(O)(=O)(=O)=O, predict the reaction product. The product is: [Cl:1][C:2]1[CH:7]=[CH:6][CH:5]=[CH:4][C:3]=1[C:8]1[N:12]([C:13]2[C:20]3[S:19][C:18]([NH2:21])=[N:17][C:16]=3[NH:15][N:14]=2)[CH:11]=[N:10][CH:9]=1.